Dataset: Full USPTO retrosynthesis dataset with 1.9M reactions from patents (1976-2016). Task: Predict the reactants needed to synthesize the given product. (1) Given the product [F:1][C:2]1[C:3]([C:22]([F:23])([F:24])[F:25])=[C:4]([CH:9]2[CH2:10][CH2:11][N:12]([C:15]([C:45]3[C:46]4[CH2:47][N:40]([C:38]([O:37][C:33]([CH3:36])([CH3:35])[CH3:34])=[O:39])[CH2:41][C:42]=4[NH:43][N:44]=3)=[O:16])[CH2:13][CH2:14]2)[CH:5]=[CH:6][C:7]=1[F:8], predict the reactants needed to synthesize it. The reactants are: [F:1][C:2]1[C:3]([C:22]([F:25])([F:24])[F:23])=[C:4]([CH:9]2[CH2:14][CH2:13][N:12]([C:15](OC(C)(C)C)=[O:16])[CH2:11][CH2:10]2)[CH:5]=[CH:6][C:7]=1[F:8].C(O)(C(F)(F)F)=O.[C:33]([O:37][C:38]([N:40]1[CH2:47][C:46]2[C:45](C(O)=O)=[N:44][NH:43][C:42]=2[CH2:41]1)=[O:39])([CH3:36])([CH3:35])[CH3:34].CN(C(ON1N=NC2C=CC=CC1=2)=[N+](C)C)C.F[P-](F)(F)(F)(F)F.C(N(CC)C(C)C)(C)C. (2) The reactants are: [C:1]([O:5][C:6](=[O:35])[NH:7][C@H:8]1[CH2:13][CH:12]([N:14]2[CH2:21][C:20]3[C:16](=[N:17][N:18]([S:22]([CH3:25])(=[O:24])=[O:23])[CH:19]=3)[CH2:15]2)[C:11](=O)[NH:10][C@@H:9]1[C:27]1[CH:32]=[C:31]([F:33])[CH:30]=[CH:29][C:28]=1[F:34])([CH3:4])([CH3:3])[CH3:2].CO. Given the product [C:1]([O:5][C:6](=[O:35])[NH:7][C@H:8]1[CH2:13][C@@H:12]([N:14]2[CH2:21][C:20]3[C:16](=[N:17][N:18]([S:22]([CH3:25])(=[O:23])=[O:24])[CH:19]=3)[CH2:15]2)[CH2:11][NH:10][C@@H:9]1[C:27]1[CH:32]=[C:31]([F:33])[CH:30]=[CH:29][C:28]=1[F:34])([CH3:4])([CH3:2])[CH3:3], predict the reactants needed to synthesize it. (3) Given the product [Br:26][C:5]1[CH:6]=[C:7]([S:10]([N:13]2[CH2:18][CH2:17][O:16][CH2:15][CH2:14]2)(=[O:12])=[O:11])[CH:8]=[CH:9][C:4]=1[NH2:1], predict the reactants needed to synthesize it. The reactants are: [N+:1]([C:4]1[CH:9]=[CH:8][C:7]([S:10]([N:13]2[CH2:18][CH2:17][O:16][CH2:15][CH2:14]2)(=[O:12])=[O:11])=[CH:6][CH:5]=1)([O-])=O.C1C(=O)N([Br:26])C(=O)C1.